Task: Predict the product of the given reaction.. Dataset: Forward reaction prediction with 1.9M reactions from USPTO patents (1976-2016) (1) The product is: [Cl:1][C:2]1[CH:3]=[CH:4][C:5]2[NH:11][C:10](=[O:12])[CH2:9][C:8]3[CH:13]=[N:23][C:22]([C:21]([CH3:26])([CH3:25])[CH3:20])=[N:24][C:7]=3[C:6]=2[CH:18]=1. Given the reactants [Cl:1][C:2]1[CH:3]=[CH:4][C:5]2[NH:11][C:10](=[O:12])[CH2:9][C:8](=[CH:13]N(C)C)[C:7](=O)[C:6]=2[CH:18]=1.Cl.[CH3:20][C:21]([CH3:26])([CH3:25])[C:22]([NH2:24])=[NH:23], predict the reaction product. (2) Given the reactants [CH3:1][N:2]([CH3:7])[CH2:3][C@H:4]([OH:6])[CH3:5].[H-].[Na+].[NH2:10][C:11]1[N:12]=[C:13](Cl)[C:14]([C:17]#[N:18])=[N:15][CH:16]=1.O, predict the reaction product. The product is: [NH3:2].[NH2:10][C:11]1[N:12]=[C:13]([O:6][C@H:4]([CH3:5])[CH2:3][N:2]([CH3:7])[CH3:1])[C:14]([C:17]#[N:18])=[N:15][CH:16]=1. (3) Given the reactants [CH3:1][C:2]1[CH:3]=[C:4]([CH:6]=[C:7]([CH3:9])[CH:8]=1)[NH2:5].[H-].[Na+].Cl[C:13]1[CH:18]=[CH:17][C:16]([N+:19]([O-:21])=[O:20])=[CH:15][C:14]=1[S:22]([N:25]1[CH2:30][CH2:29][N:28]([C:31]([O:33][C:34]([CH3:37])([CH3:36])[CH3:35])=[O:32])[CH2:27][CH2:26]1)(=[O:24])=[O:23], predict the reaction product. The product is: [CH3:1][C:2]1[CH:3]=[C:4]([NH:5][C:13]2[CH:18]=[CH:17][C:16]([N+:19]([O-:21])=[O:20])=[CH:15][C:14]=2[S:22]([N:25]2[CH2:30][CH2:29][N:28]([C:31]([O:33][C:34]([CH3:37])([CH3:36])[CH3:35])=[O:32])[CH2:27][CH2:26]2)(=[O:24])=[O:23])[CH:6]=[C:7]([CH3:9])[CH:8]=1. (4) Given the reactants [NH2:1][C:2]1[CH:11]=[CH:10][CH:9]=[C:8]2[C:3]=1[CH:4]=[CH:5][N:6]([CH2:13][CH:14]1[CH2:19][CH2:18][O:17][CH2:16][CH2:15]1)[C:7]2=[O:12].[CH:20]1([CH2:27][C:28](O)=[O:29])[CH2:26][CH2:25][CH2:24][CH2:23][CH2:22][CH2:21]1.F[P-](F)(F)(F)(F)F.FC(N(C)C)=[N+](C)C.C(N(CC)C(C)C)(C)C.C(Cl)Cl, predict the reaction product. The product is: [CH:20]1([CH2:27][C:28]([NH:1][C:2]2[CH:11]=[CH:10][CH:9]=[C:8]3[C:3]=2[CH:4]=[CH:5][N:6]([CH2:13][CH:14]2[CH2:15][CH2:16][O:17][CH2:18][CH2:19]2)[C:7]3=[O:12])=[O:29])[CH2:26][CH2:25][CH2:24][CH2:23][CH2:22][CH2:21]1. (5) Given the reactants [NH2:1][C:2]1[C:7]([NH2:8])=[CH:6][C:5]([C:9]2[C:10]([CH3:15])=[N:11][O:12][C:13]=2[CH3:14])=[CH:4][C:3]=1[S:16]([NH:19][CH:20]1[CH2:24][CH2:23][CH2:22][CH2:21]1)(=[O:18])=[O:17].Br[C:26]#[N:27], predict the reaction product. The product is: [NH2:27][C:26]1[NH:8][C:7]2[CH:6]=[C:5]([C:9]3[C:10]([CH3:15])=[N:11][O:12][C:13]=3[CH3:14])[CH:4]=[C:3]([S:16]([NH:19][CH:20]3[CH2:24][CH2:23][CH2:22][CH2:21]3)(=[O:17])=[O:18])[C:2]=2[N:1]=1. (6) Given the reactants [F:1][C:2]1[CH:3]=[C:4]([CH:14]([CH3:18])[C:15]([OH:17])=O)[CH:5]=[CH:6][C:7]=1[CH2:8][NH:9][S:10]([CH3:13])(=[O:12])=[O:11].[CH2:19]([C:24]1[C:29]([CH2:30][NH2:31])=[CH:28][CH:27]=[C:26]([C:32]([F:35])([F:34])[F:33])[N:25]=1)[CH2:20][CH2:21][CH2:22][CH3:23].CN(C)CCCN=C=NCC.ON1C2C=CC=CC=2N=N1.C(N(CC)CC)C, predict the reaction product. The product is: [F:1][C:2]1[CH:3]=[C:4]([CH:14]([CH3:18])[C:15]([NH:31][CH2:30][C:29]2[C:24]([CH2:19][CH2:20][CH2:21][CH2:22][CH3:23])=[N:25][C:26]([C:32]([F:35])([F:33])[F:34])=[CH:27][CH:28]=2)=[O:17])[CH:5]=[CH:6][C:7]=1[CH2:8][NH:9][S:10]([CH3:13])(=[O:11])=[O:12]. (7) Given the reactants [H-].[Na+].[OH:3][C:4]1[CH:5]=[C:6]([CH:11]=[CH:12][C:13]=1[I:14])[C:7]([O:9][CH3:10])=[O:8].Cl[CH2:16][CH2:17][N:18]([CH3:20])[CH3:19], predict the reaction product. The product is: [CH3:19][N:18]([CH2:17][CH2:16][O:3][C:4]1[CH:5]=[C:6]([CH:11]=[CH:12][C:13]=1[I:14])[C:7]([O:9][CH3:10])=[O:8])[CH3:20]. (8) Given the reactants [O:1]=C[C@@H]([C@H]([C@@H]([C@@H](CO)O)O)O)O.C(=O)([O-])[O-].[Na+].[Na+].[C:19]([OH:26])(=[O:25])[CH2:20][CH2:21][C:22]([OH:24])=[O:23], predict the reaction product. The product is: [C:19]([OH:26])(=[O:25])[CH:20]([CH2:21][C:22]([OH:24])=[O:23])[OH:1]. (9) Given the reactants Cl[C:2]1[N:11]=[C:10]([N:12]2[CH2:17][CH2:16][O:15][CH2:14][CH2:13]2)[C:9]2[C:4](=[C:5]([C:18]3[CH:19]=[C:20]([OH:24])[CH:21]=[CH:22][CH:23]=3)[CH:6]=[CH:7][CH:8]=2)[N:3]=1.[CH3:25][N:26]([CH3:54])[C:27](=[O:53])[C:28]1[CH:33]=[CH:32][C:31]([NH:34][C:35]([NH:37][C:38]2[CH:43]=[CH:42][C:41](B3OC(C)(C)C(C)(C)O3)=[CH:40][CH:39]=2)=[O:36])=[CH:30][CH:29]=1.C(=O)([O-])[O-].[Cs+].[Cs+].CN(C=O)C, predict the reaction product. The product is: [OH:24][C:20]1[CH:19]=[C:18]([C:5]2[CH:6]=[CH:7][CH:8]=[C:9]3[C:4]=2[N:3]=[C:2]([C:41]2[CH:40]=[CH:39][C:38]([NH:37][C:35](=[O:36])[NH:34][C:31]4[CH:30]=[CH:29][C:28]([C:27]([N:26]([CH3:54])[CH3:25])=[O:53])=[CH:33][CH:32]=4)=[CH:43][CH:42]=2)[N:11]=[C:10]3[N:12]2[CH2:17][CH2:16][O:15][CH2:14][CH2:13]2)[CH:23]=[CH:22][CH:21]=1.